Dataset: Full USPTO retrosynthesis dataset with 1.9M reactions from patents (1976-2016). Task: Predict the reactants needed to synthesize the given product. (1) The reactants are: [C:1]([O:5][C:6]([N:8]([CH2:30][CH2:31][C:32]1[CH:37]=[CH:36][CH:35]=[CH:34][CH:33]=1)[CH2:9][CH2:10][CH2:11][S:12][C:13]1[N:17]([CH2:18][C:19]([O:21]C(C)(C)C)=[O:20])[C:16]2[CH:26]=[CH:27][CH:28]=[CH:29][C:15]=2[N:14]=1)=[O:7])([CH3:4])([CH3:3])[CH3:2].[OH-].[Na+].C1COCC1.Cl. Given the product [C:1]([O:5][C:6]([N:8]([CH2:30][CH2:31][C:32]1[CH:37]=[CH:36][CH:35]=[CH:34][CH:33]=1)[CH2:9][CH2:10][CH2:11][S:12][C:13]1[N:17]([CH2:18][C:19]([OH:21])=[O:20])[C:16]2[CH:26]=[CH:27][CH:28]=[CH:29][C:15]=2[N:14]=1)=[O:7])([CH3:4])([CH3:2])[CH3:3], predict the reactants needed to synthesize it. (2) Given the product [Cl:1][C:2]1[CH:3]=[C:4]([C@@H:9]([C:14]2[CH:19]=[CH:18][C:17]([C:20]3[CH:24]=[N:23][NH:22][CH:21]=3)=[CH:16][CH:15]=2)[CH2:10][CH2:11][NH2:13])[CH:5]=[CH:6][C:7]=1[Cl:8], predict the reactants needed to synthesize it. The reactants are: [Cl:1][C:2]1[CH:3]=[C:4]([C@@H:9]([C:14]2[CH:19]=[CH:18][C:17]([C:20]3[CH:21]=[N:22][NH:23][CH:24]=3)=[CH:16][CH:15]=2)[CH2:10][C:11]([NH2:13])=O)[CH:5]=[CH:6][C:7]=1[Cl:8].C1(C)C=CC=CC=1.[Cl-].[Al+3].[Cl-].[Cl-].[H-].[Al+3].[Li+].[H-].[H-].[H-].